Dataset: Catalyst prediction with 721,799 reactions and 888 catalyst types from USPTO. Task: Predict which catalyst facilitates the given reaction. (1) Reactant: [C:1]([C:3]1[CH:4]=[C:5]([NH:9][C:10]([NH2:12])=[S:11])[CH:6]=[CH:7][CH:8]=1)#[N:2].[C:13]([CH2:15][C:16](OCC)=[O:17])#[N:14].[O-]CC.[Na+].S(=O)(=O)(O)O. Product: [NH2:14][C:13]1[N:9]([C:5]2[CH:4]=[C:3]([CH:8]=[CH:7][CH:6]=2)[C:1]#[N:2])[C:10](=[S:11])[NH:12][C:16](=[O:17])[CH:15]=1. The catalyst class is: 40. (2) Reactant: C([O-])=O.[NH4+].Cl[C:6]1[N:11]=[C:10]([C:12]([O:14][CH:15]2[CH2:20][CH2:19][CH2:18][CH2:17][CH2:16]2)=[O:13])[CH:9]=[C:8]([O:21][CH:22]2[CH2:27][CH2:26][CH2:25][CH2:24][CH2:23]2)[N:7]=1. Product: [CH:22]1([O:21][C:8]2[N:7]=[CH:6][N:11]=[C:10]([C:12]([O:14][CH:15]3[CH2:20][CH2:19][CH2:18][CH2:17][CH2:16]3)=[O:13])[CH:9]=2)[CH2:23][CH2:24][CH2:25][CH2:26][CH2:27]1. The catalyst class is: 522.